Dataset: Merck oncology drug combination screen with 23,052 pairs across 39 cell lines. Task: Regression. Given two drug SMILES strings and cell line genomic features, predict the synergy score measuring deviation from expected non-interaction effect. (1) Cell line: DLD1. Drug 2: COC1CC2CCC(C)C(O)(O2)C(=O)C(=O)N2CCCCC2C(=O)OC(C(C)CC2CCC(OP(C)(C)=O)C(OC)C2)CC(=O)C(C)C=C(C)C(O)C(OC)C(=O)C(C)CC(C)C=CC=CC=C1C. Drug 1: N#Cc1ccc(Cn2cncc2CN2CCN(c3cccc(Cl)c3)C(=O)C2)cc1. Synergy scores: synergy=28.5. (2) Drug 1: COc1cccc2c1C(=O)c1c(O)c3c(c(O)c1C2=O)CC(O)(C(=O)CO)CC3OC1CC(N)C(O)C(C)O1. Drug 2: CCN(CC)CCNC(=O)c1c(C)[nH]c(C=C2C(=O)Nc3ccc(F)cc32)c1C. Cell line: A427. Synergy scores: synergy=0.299. (3) Cell line: HT29. Synergy scores: synergy=-3.13. Drug 1: COC12C(COC(N)=O)C3=C(C(=O)C(C)=C(N)C3=O)N1CC1NC12. Drug 2: O=C(O)C1(Cc2cccc(Nc3nccs3)n2)CCC(Oc2cccc(Cl)c2F)CC1.